From a dataset of Reaction yield outcomes from USPTO patents with 853,638 reactions. Predict the reaction yield, written as a fraction of the theoretical maximum amount of product (1.0 means a 100% yield; for example, 0.34 means a 34% yield). (1) The reactants are [OH:1][C@H:2]1[CH2:7][CH2:6][C@H:5]2[C@H:8]3[C@H:17]([CH2:18][CH2:19][C@:3]12[CH3:4])[C:16]1[CH:15]=[CH:14][C:13]([O:20][CH3:21])=[CH:12][C:11]=1[CH2:10][C@H:9]3[CH2:22][CH:23]=[CH:24][CH2:25][CH2:26][CH2:27][CH2:28][CH2:29][CH2:30][CH:31]([CH2:37][CH2:38][CH2:39][C:40]([F:46])([F:45])[C:41]([F:44])([F:43])[F:42])[C:32]([O:34][CH2:35][CH3:36])=[O:33]. The catalyst is C(OCC)(=O)C.[C].[Pd]. The product is [OH:1][C@H:2]1[CH2:7][CH2:6][C@H:5]2[C@H:8]3[C@H:17]([CH2:18][CH2:19][C@:3]12[CH3:4])[C:16]1[CH:15]=[CH:14][C:13]([O:20][CH3:21])=[CH:12][C:11]=1[CH2:10][C@H:9]3[CH2:22][CH2:23][CH2:24][CH2:25][CH2:26][CH2:27][CH2:28][CH2:29][CH2:30][CH:31]([CH2:37][CH2:38][CH2:39][C:40]([F:45])([F:46])[C:41]([F:42])([F:43])[F:44])[C:32]([O:34][CH2:35][CH3:36])=[O:33]. The yield is 0.970. (2) The reactants are [NH2:1][N:2]1[CH:6]=[CH:5][C:4]([CH:7]2[CH2:9][CH2:8]2)=[C:3]1[C:10]([OH:12])=O.[NH4+].[Cl-].C[N:16](C(ON1N=NC2C=CC=NC1=2)=[N+](C)C)C.F[P-](F)(F)(F)(F)F.CCN(C(C)C)C(C)C. The catalyst is CN(C=O)C.O. The product is [NH2:1][N:2]1[CH:6]=[CH:5][C:4]([CH:7]2[CH2:9][CH2:8]2)=[C:3]1[C:10]([NH2:16])=[O:12]. The yield is 0.280. (3) The reactants are FC(F)(F)C1C=C(NC(=O)NC2C=CC(C3SC(CCC(O)=O)=NC=3)=CC=2)C=CC=1.[F:31][C:32]1[CH:37]=[CH:36][CH:35]=[CH:34][C:33]=1[NH:38][C:39](=[O:63])[NH:40][C:41]1[CH:46]=[CH:45][C:44]([C:47]2[CH:51]=[CH:50][N:49]([CH:52]3[CH2:57][CH2:56][CH:55]([C:58]([O:60]CC)=[O:59])[CH2:54][CH2:53]3)[N:48]=2)=[CH:43][CH:42]=1. No catalyst specified. The product is [F:31][C:32]1[CH:37]=[CH:36][CH:35]=[CH:34][C:33]=1[NH:38][C:39](=[O:63])[NH:40][C:41]1[CH:42]=[CH:43][C:44]([C:47]2[CH:51]=[CH:50][N:49]([CH:52]3[CH2:53][CH2:54][CH:55]([C:58]([OH:60])=[O:59])[CH2:56][CH2:57]3)[N:48]=2)=[CH:45][CH:46]=1. The yield is 0.920. (4) The product is [Cl:35][C:19]1[C:18]2[C:17](=[O:36])[N:16]([CH2:15][C:14]3[C:9](=[O:8])[NH:10][C:11]([CH3:38])=[CH:12][C:13]=3[CH3:37])[CH2:25][CH2:24][C:23]=2[C:22]([C:26]([N:28]([CH3:30])[CH3:29])=[O:27])=[CH:21][C:20]=1[O:31][CH:32]([CH3:34])[CH3:33]. The reactants are C([O:8][C:9]1[C:14]([CH2:15][N:16]2[CH2:25][CH2:24][C:23]3[C:22]([C:26]([N:28]([CH3:30])[CH3:29])=[O:27])=[CH:21][C:20]([O:31][CH:32]([CH3:34])[CH3:33])=[C:19]([Cl:35])[C:18]=3[C:17]2=[O:36])=[C:13]([CH3:37])[CH:12]=[C:11]([CH3:38])[N:10]=1)C1C=CC=CC=1.C(O)(C(F)(F)F)=O. The yield is 0.850. No catalyst specified. (5) The reactants are [S:1]1[CH:5]=[CH:4][CH:3]=[C:2]1B(O)O.Cl[C:10]1[CH:15]=[CH:14][C:13]([C:16]([F:19])([F:18])[F:17])=[CH:12][N:11]=1.C(=O)([O-])[O-].[K+].[K+].O. The catalyst is C(COC)OC. The product is [S:1]1[CH:5]=[CH:4][CH:3]=[C:2]1[C:10]1[CH:15]=[CH:14][C:13]([C:16]([F:19])([F:18])[F:17])=[CH:12][N:11]=1. The yield is 0.730.